Dataset: Rat liver microsome stability data. Task: Regression/Classification. Given a drug SMILES string, predict its absorption, distribution, metabolism, or excretion properties. Task type varies by dataset: regression for continuous measurements (e.g., permeability, clearance, half-life) or binary classification for categorical outcomes (e.g., BBB penetration, CYP inhibition). Dataset: rlm. (1) The compound is O=C(NCc1ccc(Br)cc1OC(F)(F)F)c1ccc(OCCC(F)(F)F)nc1. The result is 1 (stable in rat liver microsomes). (2) The compound is c1ccc(Nc2cc3c(cn2)CN(Cc2ccc4[nH]ccc4c2)CCN3)cc1. The result is 1 (stable in rat liver microsomes). (3) The compound is CCc1nc(N)nc(N)c1-c1ccc2c(c1)N(CCNS(C)(=O)=O)C(=O)C(C)(c1cc(F)cc(F)c1)O2. The result is 1 (stable in rat liver microsomes). (4) The compound is Cc1ccc(S(=O)(=O)Nc2cnccc2C(=O)Nc2nc(-c3ccc(C)c(C)c3)cs2)cc1. The result is 1 (stable in rat liver microsomes). (5) The drug is CCc1ccccc1-n1c(SCC(=O)Nc2ccc(C)cc2)nc2nnc(C)c-2c1N. The result is 1 (stable in rat liver microsomes). (6) The molecule is CS(=O)(=O)N1CCN(C(=O)c2cnc3ccc(F)cc3c2N2CCC(C#N)(c3ccc(Cl)cc3)CC2)CC1. The result is 1 (stable in rat liver microsomes).